Dataset: Catalyst prediction with 721,799 reactions and 888 catalyst types from USPTO. Task: Predict which catalyst facilitates the given reaction. Reactant: [N:1]([CH2:4][CH2:5][CH2:6][S:7]([OH:10])(=O)=[O:8])=[N+:2]=[N-:3].[Na].P(Cl)(Cl)(Cl)(Cl)[Cl:13]. Product: [N:1]([CH2:4][CH2:5][CH2:6][S:7]([Cl:13])(=[O:10])=[O:8])=[N+:2]=[N-:3]. The catalyst class is: 48.